Dataset: Catalyst prediction with 721,799 reactions and 888 catalyst types from USPTO. Task: Predict which catalyst facilitates the given reaction. (1) Reactant: [CH3:1][C:2]1[N:3]=[C:4]([CH:7]=[O:8])[S:5][CH:6]=1.[CH3:9][Mg+].[Br-]. Product: [CH3:1][C:2]1[N:3]=[C:4]([CH:7]([OH:8])[CH3:9])[S:5][CH:6]=1. The catalyst class is: 1. (2) Reactant: [Br:1][C:2]1[CH:7]=[C:6]([F:8])[CH:5]=[C:4]([N+:9]([O-:11])=[O:10])[C:3]=1[CH3:12].CO[CH:15](OC)[N:16]([CH3:18])[CH3:17].N1CCCC1. Product: [Br:1][C:2]1[CH:7]=[C:6]([F:8])[CH:5]=[C:4]([N+:9]([O-:11])=[O:10])[C:3]=1/[CH:12]=[CH:15]/[N:16]([CH3:18])[CH3:17]. The catalyst class is: 9. (3) Reactant: Br[C:2]1[CH:7]=[CH:6][CH:5]=[C:4]([F:8])[C:3]=1[F:9].[NH2:10][C:11]1[CH:16]=[CH:15][CH:14]=[CH:13][CH:12]=1.C1C=CC(P(C2C(C3C(P(C4C=CC=CC=4)C4C=CC=CC=4)=CC=C4C=3C=CC=C4)=C3C(C=CC=C3)=CC=2)C2C=CC=CC=2)=CC=1.CC(C)([O-])C.[Na+]. Product: [F:9][C:3]1[C:4]([F:8])=[CH:5][CH:6]=[CH:7][C:2]=1[NH:10][C:11]1[CH:16]=[CH:15][CH:14]=[CH:13][CH:12]=1. The catalyst class is: 187. (4) Reactant: [F:1][C:2]1[CH:7]=[CH:6][CH:5]=[C:4]([F:8])[C:3]=1[C:9]1[CH:10]=[C:11]2[C:15](=[CH:16][CH:17]=1)[N:14](C1CCCCO1)[N:13]=[C:12]2[C:24]1[CH:25]=[C:26]([N:30]2[CH2:35][CH2:34][CH:33]([NH:36]C(=O)OC(C)(C)C)[CH2:32][CH2:31]2)[CH:27]=[N:28][CH:29]=1.Cl. Product: [F:1][C:2]1[CH:7]=[CH:6][CH:5]=[C:4]([F:8])[C:3]=1[C:9]1[CH:10]=[C:11]2[C:15](=[CH:16][CH:17]=1)[NH:14][N:13]=[C:12]2[C:24]1[CH:25]=[C:26]([N:30]2[CH2:35][CH2:34][CH:33]([NH2:36])[CH2:32][CH2:31]2)[CH:27]=[N:28][CH:29]=1. The catalyst class is: 12.